From a dataset of Full USPTO retrosynthesis dataset with 1.9M reactions from patents (1976-2016). Predict the reactants needed to synthesize the given product. (1) Given the product [OH:39][C:24]1[C:25]([CH3:38])=[CH:26][C:27]([C:7]2[CH2:8][CH2:9][N:10]([C:13]([O:15][C:16]([CH3:19])([CH3:18])[CH3:17])=[O:14])[CH2:11][CH:12]=2)=[CH:28][C:23]=1[CH3:22], predict the reactants needed to synthesize it. The reactants are: FC(F)(F)S(O[C:7]1[CH2:8][CH2:9][N:10]([C:13]([O:15][C:16]([CH3:19])([CH3:18])[CH3:17])=[O:14])[CH2:11][CH:12]=1)(=O)=O.[CH3:22][C:23]1[CH:28]=[C:27](B2OC(C)(C)C(C)(C)O2)[CH:26]=[C:25]([CH3:38])[C:24]=1[OH:39].C(=O)([O-])[O-].[K+].[K+].CN(C)C=O.ClCCl. (2) The reactants are: [C:1]([NH:8][CH2:9][C:10]([OH:12])=O)([O:3][C:4]([CH3:7])([CH3:6])[CH3:5])=[O:2].CN1CCOCC1.ClC(OCC(C)C)=O.O[NH:29][C:30](=[NH:37])[C:31]1[CH:36]=[CH:35][N:34]=[CH:33][CH:32]=1. Given the product [N:34]1[CH:35]=[CH:36][C:31]([C:30]2[N:37]=[C:10]([CH2:9][NH:8][C:1](=[O:2])[O:3][C:4]([CH3:5])([CH3:6])[CH3:7])[O:12][N:29]=2)=[CH:32][CH:33]=1, predict the reactants needed to synthesize it. (3) Given the product [O:1]=[C:2]1[C:10]2([CH2:14][O:13][C:12]3[CH:15]=[C:16]4[C:20](=[CH:21][C:11]2=3)[CH2:19][CH2:18][O:17]4)[C:9]2[C:4](=[CH:5][CH:6]=[CH:7][CH:8]=2)[N:3]1[CH2:22][C:23]1[CH:24]=[C:25]([CH:31]=[CH:32][CH:33]=1)[O:26][CH2:27][C:28]([Cl:37])=[O:29], predict the reactants needed to synthesize it. The reactants are: [O:1]=[C:2]1[C:10]2([CH2:14][O:13][C:12]3[CH:15]=[C:16]4[C:20](=[CH:21][C:11]2=3)[CH2:19][CH2:18][O:17]4)[C:9]2[C:4](=[CH:5][CH:6]=[CH:7][CH:8]=2)[N:3]1[CH2:22][C:23]1[CH:24]=[C:25]([CH:31]=[CH:32][CH:33]=1)[O:26][CH2:27][C:28](O)=[O:29].C(Cl)(=O)C([Cl:37])=O. (4) Given the product [CH:2]([N:5]([CH:18]([CH3:20])[CH3:19])[CH2:6][CH2:7][O:8][C:9]1[CH:17]=[CH:16][C:12]([CH2:13][NH:29][C:27]2[CH:28]=[C:23]([O:22][CH3:21])[CH:24]=[CH:25][C:26]=2[CH:30]2[CH2:39][CH2:38][C:37]3[C:32](=[CH:33][CH:34]=[C:35]([O:40][CH3:41])[CH:36]=3)[CH2:31]2)=[CH:11][CH:10]=1)([CH3:4])[CH3:3], predict the reactants needed to synthesize it. The reactants are: Cl.[CH:2]([N:5]([CH:18]([CH3:20])[CH3:19])[CH2:6][CH2:7][O:8][C:9]1[CH:17]=[CH:16][C:12]([C:13](O)=O)=[CH:11][CH:10]=1)([CH3:4])[CH3:3].[CH3:21][O:22][C:23]1[CH:24]=[CH:25][C:26]([CH:30]2[CH2:39][CH2:38][C:37]3[C:32](=[CH:33][CH:34]=[C:35]([O:40][CH3:41])[CH:36]=3)[CH2:31]2)=[C:27]([NH2:29])[CH:28]=1. (5) Given the product [F:1][C:2]1[CH:3]=[C:4]([CH:14]([CH3:20])[C:15]([O:17][CH2:18][CH3:19])=[O:16])[CH:5]=[CH:6][C:7]=1[CH2:8][N:9]([CH3:21])[S:10]([CH3:13])(=[O:11])=[O:12], predict the reactants needed to synthesize it. The reactants are: [F:1][C:2]1[CH:3]=[C:4]([CH:14]([CH3:20])[C:15]([O:17][CH2:18][CH3:19])=[O:16])[CH:5]=[CH:6][C:7]=1[CH2:8][NH:9][S:10]([CH3:13])(=[O:12])=[O:11].[C:21]([O-])([O-])=O.[K+].[K+].CI.